From a dataset of Forward reaction prediction with 1.9M reactions from USPTO patents (1976-2016). Predict the product of the given reaction. Given the reactants [Br:1]Br.[F:3][C:4]1[CH:5]=[C:6]([C:12]2[CH:16]=[C:15]([NH:17][C:18]([C@@H:20]3[CH2:22][C@H:21]3[CH3:23])=[O:19])[S:14][N:13]=2)[CH:7]=[CH:8][C:9]=1[O:10][CH3:11].[O-]S([O-])(=S)=O.[Na+].[Na+], predict the reaction product. The product is: [Br:1][C:16]1[C:12]([C:6]2[CH:7]=[CH:8][C:9]([O:10][CH3:11])=[C:4]([F:3])[CH:5]=2)=[N:13][S:14][C:15]=1[NH:17][C:18]([C@@H:20]1[CH2:22][C@H:21]1[CH3:23])=[O:19].